Task: Predict the reaction yield, written as a fraction of the theoretical maximum amount of product (1.0 means a 100% yield; for example, 0.34 means a 34% yield).. Dataset: Reaction yield outcomes from USPTO patents with 853,638 reactions (1) The reactants are [CH3:1][C:2]1[CH:3]=[C:4]([C:19]2[S:23][C:22]([C:24]3[CH2:29][CH2:28][CH:27]([C:30]([O:32][CH2:33][CH3:34])=[O:31])[CH2:26][CH:25]=3)=[N:21][CH:20]=2)[CH:5]=[C:6]([NH:8][C:9]2[N:14]=[C:13]([C:15]([F:18])([F:17])[F:16])[CH:12]=[CH:11][N:10]=2)[CH:7]=1. The catalyst is C(O)C. The product is [CH3:1][C:2]1[CH:3]=[C:4]([C:19]2[S:23][C:22]([CH:24]3[CH2:29][CH2:28][CH:27]([C:30]([O:32][CH2:33][CH3:34])=[O:31])[CH2:26][CH2:25]3)=[N:21][CH:20]=2)[CH:5]=[C:6]([NH:8][C:9]2[N:14]=[C:13]([C:15]([F:18])([F:17])[F:16])[CH:12]=[CH:11][N:10]=2)[CH:7]=1. The yield is 0.490. (2) The reactants are Cl.C[O:3][C:4](=[O:38])[C:5]1[CH:10]=[CH:9][C:8]([O:11][C:12]2[CH:17]=[CH:16][C:15]([CH2:18][C@H:19]([NH2:37])[C:20]3[N:21]([CH2:33][CH2:34][CH2:35][CH3:36])[CH:22]=[C:23]([C:25]4[CH:30]=[CH:29][C:28]([Cl:31])=[CH:27][C:26]=4[Cl:32])[N:24]=3)=[CH:14][CH:13]=2)=[CH:7][CH:6]=1.[O:39]=[C:40]1[NH:44][CH:43]([CH2:45][C:46]([OH:48])=O)[C:42](=[O:49])[NH:41]1. No catalyst specified. The product is [CH2:33]([N:21]1[CH:22]=[C:23]([C:25]2[CH:30]=[CH:29][C:28]([Cl:31])=[CH:27][C:26]=2[Cl:32])[N:24]=[C:20]1[C@@H:19]([NH:37][C:46](=[O:48])[CH2:45][CH:43]1[C:42](=[O:49])[NH:41][C:40](=[O:39])[NH:44]1)[CH2:18][C:15]1[CH:16]=[CH:17][C:12]([O:11][C:8]2[CH:9]=[CH:10][C:5]([C:4]([OH:38])=[O:3])=[CH:6][CH:7]=2)=[CH:13][CH:14]=1)[CH2:34][CH2:35][CH3:36]. The yield is 0.690. (3) The reactants are [Cl:1][C:2]1[CH:10]=[C:9]([C:11]([NH:13][C@@H:14]([C:16]2[C:25]3[C:20](=[CH:21][CH:22]=[CH:23][CH:24]=3)[CH:19]=[CH:18][CH:17]=2)[CH3:15])=[O:12])[CH:8]=[C:7]([Cl:26])[C:3]=1[C:4](O)=[O:5].Cl.[CH3:28][O:29][C:30](=[O:42])[C@H:31]([CH2:33][NH:34][C:35]([C:37]1[S:38][CH:39]=[CH:40][CH:41]=1)=[O:36])[NH2:32].CN(C(ON1N=NC2C=CC=CC1=2)=[N+](C)C)C.F[P-](F)(F)(F)(F)F.C1C=CC2N(O)N=NC=2C=1.C(N(C(C)C)CC)(C)C. The catalyst is CN(C)C=O. The product is [Cl:1][C:2]1[CH:10]=[C:9]([C:11]([NH:13][C@@H:14]([C:16]2[C:25]3[C:20](=[CH:21][CH:22]=[CH:23][CH:24]=3)[CH:19]=[CH:18][CH:17]=2)[CH3:15])=[O:12])[CH:8]=[C:7]([Cl:26])[C:3]=1[C:4]([NH:32][C@H:31]([C:30]([O:29][CH3:28])=[O:42])[CH2:33][NH:34][C:35]([C:37]1[S:38][CH:39]=[CH:40][CH:41]=1)=[O:36])=[O:5]. The yield is 0.170. (4) The reactants are [NH2:1][C:2]1[S:3][C:4]2[CH:10]=[C:9]([O:11][S:12]([C:15]3[CH:20]=[CH:19][C:18]([F:21])=[CH:17][CH:16]=3)(=[O:14])=[O:13])[CH:8]=[CH:7][C:5]=2[N:6]=1.[C:22](O)(=[O:24])[CH3:23].CN(C(ON1N=NC2C=CC=CC1=2)=[N+](C)C)C.F[P-](F)(F)(F)(F)F.C(NC(C)C)(C)C. The catalyst is CN(C)C=O.C(OCC)(=O)C.O. The product is [C:22]([NH:1][C:2]1[S:3][C:4]2[CH:10]=[C:9]([O:11][S:12]([C:15]3[CH:20]=[CH:19][C:18]([F:21])=[CH:17][CH:16]=3)(=[O:13])=[O:14])[CH:8]=[CH:7][C:5]=2[N:6]=1)(=[O:24])[CH3:23]. The yield is 0.580. (5) The reactants are [N:1]([CH2:4][CH3:5])=[C:2]=[O:3].[F:6][C:7]([F:26])([F:25])[C:8]1[CH:9]=[C:10]([S:14]([N:17]2[CH2:22][CH2:21][CH:20]([O:23][NH2:24])[CH2:19][CH2:18]2)(=[O:16])=[O:15])[CH:11]=[CH:12][CH:13]=1.N1C=CC=CC=1. The catalyst is C(Cl)Cl. The product is [CH2:4]([NH:1][C:2]([NH:24][O:23][CH:20]1[CH2:21][CH2:22][N:17]([S:14]([C:10]2[CH:11]=[CH:12][CH:13]=[C:8]([C:7]([F:26])([F:6])[F:25])[CH:9]=2)(=[O:15])=[O:16])[CH2:18][CH2:19]1)=[O:3])[CH3:5]. The yield is 0.640. (6) The product is [C:1]1([CH3:13])[CH:6]=[C:5]([CH3:7])[CH:4]=[C:3]([CH3:8])[C:2]=1[O:31][CH2:30][CH:29]([OH:32])[CH2:28][O:27][C:22]1[CH:23]=[CH:24][CH:25]=[CH:26][N:21]=1. The catalyst is CN(C1C=CN=CC=1)C.C1(C)C=CC=CC=1. The reactants are [C:1]1([CH3:13])[CH:6]=[C:5]([CH3:7])[CH:4]=[C:3]([CH3:8])[C:2]=1S(Cl)(=O)=O.CCN(CC)CC.[N:21]1[CH:26]=[CH:25][CH:24]=[CH:23][C:22]=1[O:27][CH2:28][CH:29]([OH:32])[CH2:30][OH:31].O. The yield is 0.710. (7) The reactants are [N+:1]([C:4]1[C:5]([CH:10]=[CH2:11])=[N:6][CH:7]=[CH:8][CH:9]=1)([O-])=O. The catalyst is CO.C(OCC)(=O)C.[Pd]. The product is [CH2:10]([C:5]1[C:4]([NH2:1])=[CH:9][CH:8]=[CH:7][N:6]=1)[CH3:11]. The yield is 0.890.